Dataset: Full USPTO retrosynthesis dataset with 1.9M reactions from patents (1976-2016). Task: Predict the reactants needed to synthesize the given product. (1) Given the product [Cl:1][C:2]1[CH:3]=[CH:4][CH:5]=[C:6]2[C:10]=1[N:9]([CH:11]([CH3:13])[CH3:12])[N:8]=[C:7]2[C:14]1[CH:19]=[CH:18][C:17]([OH:20])=[CH:16][C:15]=1[OH:22], predict the reactants needed to synthesize it. The reactants are: [Cl:1][C:2]1[CH:3]=[CH:4][CH:5]=[C:6]2[C:10]=1[N:9]([CH:11]([CH3:13])[CH3:12])[N:8]=[C:7]2[C:14]1[CH:19]=[CH:18][C:17]([O:20]C)=[CH:16][C:15]=1[O:22]C.B(Br)(Br)Br.C1CCCCC=1. (2) Given the product [F:1][C:2]1([C:5]2[CH:6]=[C:15]([C:17]([O:19][CH2:20][CH3:21])=[O:18])[N:14]([CH3:22])[N:13]=2)[CH2:4][CH2:3]1, predict the reactants needed to synthesize it. The reactants are: [F:1][C:2]1([C:5](=O)[CH3:6])[CH2:4][CH2:3]1.ClC1(C2C=[C:15]([C:17]([O:19][CH2:20][CH3:21])=[O:18])[N:14]([CH3:22])[N:13]=2)CC1. (3) Given the product [ClH:1].[Cl:1][C:2]1[CH:3]=[CH:4][C:5]([NH:8][C:9](=[O:34])[NH:10][C@H:11]([C:28]2[CH:29]=[CH:30][CH:31]=[CH:32][CH:33]=2)[C:12]([NH:14][C:15]2[CH:20]=[CH:19][C:18]([N:21]3[CH2:25][CH2:24][CH2:23][C:22]3=[NH:26])=[C:17]([CH3:27])[CH:16]=2)=[O:13])=[CH:6][CH:7]=1, predict the reactants needed to synthesize it. The reactants are: [Cl:1][C:2]1[CH:7]=[CH:6][C:5]([NH:8][C:9](=[O:34])[NH:10][C@H:11]([C:28]2[CH:33]=[CH:32][CH:31]=[CH:30][CH:29]=2)[C:12]([NH:14][C:15]2[CH:20]=[CH:19][C:18]([N:21]3[CH2:25][CH2:24][CH2:23][C:22]3=[NH:26])=[C:17]([CH3:27])[CH:16]=2)=[O:13])=[CH:4][CH:3]=1.COC(C)(C)C. (4) Given the product [O:24]=[CH:8][CH:7]([C:1]1[CH:6]=[CH:5][CH:4]=[CH:3][CH:2]=1)[C:11]#[N:10], predict the reactants needed to synthesize it. The reactants are: [C:1]1([C:7]2[CH:11]=[N:10]N[C:8]=2N)[CH:6]=[CH:5][CH:4]=[CH:3][CH:2]=1.C1(CC#N)C=CC=CC=1.C([O:24]C(OCC)OCC)C. (5) Given the product [I:15][C:12]1[C:11]([CH3:16])=[CH:10][N:9]=[C:8]([O:6][CH:4]([CH3:5])[CH3:3])[C:13]=1[CH3:14], predict the reactants needed to synthesize it. The reactants are: [H-].[Na+].[CH3:3][CH:4]([OH:6])[CH3:5].F[C:8]1[C:13]([CH3:14])=[C:12]([I:15])[C:11]([CH3:16])=[CH:10][N:9]=1.CC(OC)(C)C. (6) Given the product [Cl:1][C:2]1[N:10]=[CH:9][C:8]([F:12])=[CH:7][C:3]=1[C:4]([OH:6])=[O:5], predict the reactants needed to synthesize it. The reactants are: [Cl:1][C:2]1[N:10]=[C:9](Cl)[C:8]([F:12])=[CH:7][C:3]=1[C:4]([OH:6])=[O:5].FC1C=NC=C(C=1)C(O)=O.